This data is from Full USPTO retrosynthesis dataset with 1.9M reactions from patents (1976-2016). The task is: Predict the reactants needed to synthesize the given product. (1) Given the product [CH3:16][O:15][C:13]([C:11]1[C:10]2[C:5](=[CH:6][C:7]([O:20][CH3:21])=[C:8]([OH:26])[CH:9]=2)[C:4](=[O:22])[N:3]([CH2:1][CH3:2])[CH:12]=1)=[O:14], predict the reactants needed to synthesize it. The reactants are: [CH2:1]([N:3]1[CH:12]=[C:11]([C:13]([O:15][CH3:16])=[O:14])[C:10]2[C:5](=[CH:6][C:7]([O:20][CH3:21])=[C:8](B(O)O)[CH:9]=2)[C:4]1=[O:22])[CH3:2].[OH-].[Na+].C(=O)(O)[O-:26].[Na+].OO.Cl. (2) Given the product [CH3:11][O:10][C:1](=[O:9])[C:2]1[CH:8]=[CH:29][C:28]([O:27][CH3:26])=[C:5]([CH3:6])[C:3]=1[NH:4][C:19]([C:16]1[S:17][CH:18]=[C:14]([C:13]([F:23])([F:22])[F:12])[N:15]=1)=[O:20], predict the reactants needed to synthesize it. The reactants are: [C:1]([O:10][CH3:11])(=[O:9])[C:2]1[C:3](=[CH:5][CH:6]=C[CH:8]=1)[NH2:4].[F:12][C:13]([F:23])([F:22])[C:14]1[N:15]=[C:16]([C:19](Cl)=[O:20])[S:17][CH:18]=1.O1[CH2:29][CH2:28][O:27][CH2:26]C1.